This data is from Full USPTO retrosynthesis dataset with 1.9M reactions from patents (1976-2016). The task is: Predict the reactants needed to synthesize the given product. (1) Given the product [F:1][C:2]1[CH:9]=[CH:8][CH:7]=[CH:6][C:3]=1[CH2:4][O:5][S:11]([CH3:10])(=[O:13])=[O:12], predict the reactants needed to synthesize it. The reactants are: [F:1][C:2]1[CH:9]=[CH:8][CH:7]=[CH:6][C:3]=1[CH2:4][OH:5].[CH3:10][S:11](Cl)(=[O:13])=[O:12].C(N(CC)CC)C. (2) Given the product [CH2:1]([O:15][CH:16]([CH2:28][O:29][CH2:30][CH2:31][CH2:32][CH2:33][CH2:34][CH2:35][CH2:36][CH2:37][CH2:38][CH2:39][CH2:40][CH2:41][CH2:42][CH3:43])[CH2:17][O:18][CH2:19][CH2:20][OH:21])[CH2:2][CH2:3][CH2:4][CH2:5][CH2:6][CH2:7][CH2:8][CH2:9][CH2:10][CH2:11][CH2:12][CH2:13][CH3:14], predict the reactants needed to synthesize it. The reactants are: [CH2:1]([O:15][CH:16]([CH2:28][O:29][CH2:30][CH2:31][CH2:32][CH2:33][CH2:34][CH2:35][CH2:36][CH2:37][CH2:38][CH2:39][CH2:40][CH2:41][CH2:42][CH3:43])[CH2:17][O:18][CH2:19][CH2:20][O:21]C1CCCCO1)[CH2:2][CH2:3][CH2:4][CH2:5][CH2:6][CH2:7][CH2:8][CH2:9][CH2:10][CH2:11][CH2:12][CH2:13][CH3:14].Cl.C(=O)(O)[O-].[Na+]. (3) Given the product [Br-:15].[CH2:16]([N+:8]1[C:9]2[C:14](=[CH:13][CH:12]=[CH:11][CH:10]=2)[C:5]([CH:1]2[CH2:2][CH2:3][CH2:4]2)=[CH:6][CH:7]=1)[C:17]1[CH:22]=[CH:21][CH:20]=[CH:19][CH:18]=1, predict the reactants needed to synthesize it. The reactants are: [CH:1]1([C:5]2[C:14]3[C:9](=[CH:10][CH:11]=[CH:12][CH:13]=3)[N:8]=[CH:7][CH:6]=2)[CH2:4][CH2:3][CH2:2]1.[Br:15][CH2:16][C:17]1[CH:22]=[CH:21][CH:20]=[CH:19][CH:18]=1. (4) Given the product [O:5]=[C:6]1[N:8]2[CH:12]=[CH:11][CH:10]=[C:9]2[C:13]2[N:14]=[CH:15][C:16]([C:17]([O:19][CH3:20])=[O:18])=[CH:21][C:22]=2[NH:23]1, predict the reactants needed to synthesize it. The reactants are: C([O:5][C:6]([N:8]1[CH:12]=[CH:11][CH:10]=[C:9]1[C:13]1[C:22]([N+:23]([O-])=O)=[CH:21][C:16]([C:17]([O:19][CH3:20])=[O:18])=[CH:15][N:14]=1)=O)(C)(C)C. (5) Given the product [F:19][C:20]1[CH:28]=[C:27]([C:29]#[N:30])[CH:26]=[CH:25][C:21]=1[C:22]([NH:16][C:11]1[C:10]([NH:9][C:7](=[O:8])[C:6]2[CH:5]=[CH:4][C:3]([O:2][CH3:1])=[CH:18][CH:17]=2)=[CH:15][CH:14]=[CH:13][CH:12]=1)=[O:23], predict the reactants needed to synthesize it. The reactants are: [CH3:1][O:2][C:3]1[CH:18]=[CH:17][C:6]([C:7]([NH:9][C:10]2[C:11]([NH2:16])=[CH:12][CH:13]=[CH:14][CH:15]=2)=[O:8])=[CH:5][CH:4]=1.[F:19][C:20]1[CH:28]=[C:27]([C:29]#[N:30])[CH:26]=[CH:25][C:21]=1[C:22](O)=[O:23].C(N(CC)C(C)C)(C)C.C(Cl)CCl. (6) Given the product [C:1]([C:5]1[CH:9]=[C:8]([NH:10][C:11]([NH:13][C:14]2[C:23]3[C:18](=[CH:19][CH:20]=[CH:21][CH:22]=3)[C:17]([O:24][C:25]3[CH:30]=[CH:29][N:28]=[C:27]([NH:43][C:44]4[CH:52]=[C:51]5[C:47]([CH2:48][C:49](=[O:53])[NH:50]5)=[CH:46][CH:45]=4)[N:26]=3)=[CH:16][CH:15]=2)=[O:12])[N:7]([C:32]2[CH:37]=[CH:36][CH:35]=[C:34]([CH2:38][P:39]([CH3:42])([CH3:41])=[O:40])[CH:33]=2)[N:6]=1)([CH3:4])([CH3:3])[CH3:2], predict the reactants needed to synthesize it. The reactants are: [C:1]([C:5]1[CH:9]=[C:8]([NH:10][C:11]([NH:13][C:14]2[C:23]3[C:18](=[CH:19][CH:20]=[CH:21][CH:22]=3)[C:17]([O:24][C:25]3[CH:30]=[CH:29][N:28]=[C:27](Cl)[N:26]=3)=[CH:16][CH:15]=2)=[O:12])[N:7]([C:32]2[CH:37]=[CH:36][CH:35]=[C:34]([CH2:38][P:39]([CH3:42])([CH3:41])=[O:40])[CH:33]=2)[N:6]=1)([CH3:4])([CH3:3])[CH3:2].[NH2:43][C:44]1[CH:52]=[C:51]2[C:47]([CH2:48][C:49](=[O:53])[NH:50]2)=[CH:46][CH:45]=1. (7) Given the product [C:1]([N:5]1[C:17]([CH2:21][CH3:22])=[C:16]2[C:7]([C:8](=[O:18])[NH:9][C:10]3[CH:11]=[CH:12][CH:13]=[CH:14][C:15]=32)=[N:6]1)([CH3:4])([CH3:2])[CH3:3], predict the reactants needed to synthesize it. The reactants are: [C:1]([N:5]1[CH:17]=[C:16]2[C:7]([C:8](=[O:18])[NH:9][C:10]3[CH:11]=[CH:12][CH:13]=[CH:14][C:15]=32)=[N:6]1)([CH3:4])([CH3:3])[CH3:2].CN(C)[CH2:21][CH2:22]N(C)C.C([Li])CCC.C(I)C. (8) Given the product [Cl:1][C:2]1[C:3]([F:20])=[C:4]([C:13]2[N:18]=[CH:17][N:16]([C@@H:57]3[C:73]4[CH:74]=[C:69]([CH:70]=[C:71]([F:75])[CH:72]=4)[C:68]4[N:67]([CH3:76])[N:66]=[CH:65][C:64]=4[NH:63][C:62](=[O:77])[C@H:61]([CH3:78])[CH2:60][CH2:59][CH2:58]3)[C:15](=[O:19])[CH:14]=2)[C:5]([N:8]2[CH:12]=[CH:11][N:10]=[N:9]2)=[CH:6][CH:7]=1, predict the reactants needed to synthesize it. The reactants are: [Cl:1][C:2]1[C:3]([F:20])=[C:4]([C:13]2[N:18]=[CH:17][N:16]=[C:15]([OH:19])[CH:14]=2)[C:5]([N:8]2[CH:12]=[CH:11][N:10]=[N:9]2)=[CH:6][CH:7]=1.CN(C(ON1N=NC2C=CC=NC1=2)=[N+](C)C)C.F[P-](F)(F)(F)(F)F.C1CCN2C(=NCCC2)CC1.N[C@@H:57]1[C:73]2[CH:74]=[C:69]([CH:70]=[C:71]([F:75])[CH:72]=2)[C:68]2[N:67]([CH3:76])[N:66]=[CH:65][C:64]=2[NH:63][C:62](=[O:77])[C@H:61]([CH3:78])[CH2:60][CH2:59][CH2:58]1. (9) Given the product [C:16]1([CH2:22][CH2:23][CH2:24][CH2:25][C:26]([N:10]([CH2:11][C:12]([O:14][CH3:15])=[O:13])[CH2:9][CH2:8][CH2:7][C:1]2[CH:6]=[CH:5][CH:4]=[CH:3][CH:2]=2)=[O:27])[CH:21]=[CH:20][CH:19]=[CH:18][CH:17]=1, predict the reactants needed to synthesize it. The reactants are: [C:1]1([CH2:7][CH2:8][CH2:9][NH:10][CH2:11][C:12]([O:14][CH3:15])=[O:13])[CH:6]=[CH:5][CH:4]=[CH:3][CH:2]=1.[C:16]1([CH2:22][CH2:23][CH2:24][CH2:25][C:26](O)=[O:27])[CH:21]=[CH:20][CH:19]=[CH:18][CH:17]=1.C(Cl)CCl.C1C=CC2N(O)N=NC=2C=1.CCN(C(C)C)C(C)C.S([O-])([O-])(=O)=O.[Mg+2]. (10) Given the product [N:1]1([CH2:10][C:11]([NH:38][C:39]2[CH:40]=[C:41]([C:45]3[CH:46]=[CH:47][CH:48]=[CH:49][CH:50]=3)[CH:42]=[CH:43][CH:44]=2)=[O:13])[C:5]2[CH:6]=[CH:7][CH:8]=[CH:9][C:4]=2[N:3]=[CH:2]1, predict the reactants needed to synthesize it. The reactants are: [N:1]1([CH2:10][C:11]([OH:13])=O)[C:5]2[CH:6]=[CH:7][CH:8]=[CH:9][C:4]=2[N:3]=[CH:2]1.F[P-](F)(F)(F)(F)F.N1(OC(N(C)C)=[N+](C)C)C2N=CC=CC=2N=N1.[NH2:38][C:39]1[CH:40]=[C:41]([C:45]2[CH:50]=[CH:49][CH:48]=[CH:47][CH:46]=2)[CH:42]=[CH:43][CH:44]=1.C(N(CC)CC)C.